From a dataset of Catalyst prediction with 721,799 reactions and 888 catalyst types from USPTO. Predict which catalyst facilitates the given reaction. (1) Reactant: [C:1]1([C:11](O)=O)[C:10]2[C:5](=[CH:6][CH:7]=[CH:8][CH:9]=2)[CH:4]=[CH:3][CH:2]=1.[CH3:14][NH:15][C:16]([NH:18][NH2:19])=[S:17].C(N(CC)CC)C.CCCP(=O)=O. Product: [CH3:14][NH:15][C:16]1[S:17][C:11]([C:1]2[C:10]3[C:5](=[CH:6][CH:7]=[CH:8][CH:9]=3)[CH:4]=[CH:3][CH:2]=2)=[N:19][N:18]=1. The catalyst class is: 3. (2) The catalyst class is: 2. Reactant: [NH2:1][C:2]1[CH:7]=[CH:6][C:5]([NH:8][C:9]([NH:11][C:12](=[O:23])[C:13]2[CH:18]=[CH:17][C:16]([C:19]([CH3:22])([CH3:21])[CH3:20])=[CH:15][CH:14]=2)=[S:10])=[CH:4][CH:3]=1.[Br:24][CH2:25][CH2:26][CH2:27][CH2:28][C:29](Cl)=[O:30].C(N(CC)CC)C. Product: [C:19]([C:16]1[CH:15]=[CH:14][C:13]([C:12]([NH:11][C:9](=[S:10])[NH:8][C:5]2[CH:6]=[CH:7][C:2]([NH:1][C:29](=[O:30])[CH2:28][CH2:27][CH2:26][CH2:25][Br:24])=[CH:3][CH:4]=2)=[O:23])=[CH:18][CH:17]=1)([CH3:20])([CH3:22])[CH3:21]. (3) Reactant: [CH3:1][C:2]1[C:7]([CH:8]([CH2:13][CH2:14][CH3:15])[C:9]([O:11]C)=[O:10])=[C:6]([C:16]2[CH:21]=[CH:20][C:19]([CH3:22])=[CH:18][CH:17]=2)[N:5]2[N:23]=[CH:24][CH:25]=[C:4]2[N:3]=1.[OH-].[Na+]. Product: [CH3:1][C:2]1[C:7]([CH:8]([CH2:13][CH2:14][CH3:15])[C:9]([OH:11])=[O:10])=[C:6]([C:16]2[CH:17]=[CH:18][C:19]([CH3:22])=[CH:20][CH:21]=2)[N:5]2[N:23]=[CH:24][CH:25]=[C:4]2[N:3]=1. The catalyst class is: 5. (4) Reactant: [C:1]([O:5][C:6]([N:8]1[CH2:13][CH2:12][CH:11]([C:14]([O:16][CH2:17][C:18]2[CH:23]=[CH:22][CH:21]=[CH:20][CH:19]=2)=[O:15])[CH2:10][CH2:9]1)=[O:7])([CH3:4])([CH3:3])[CH3:2].[CH3:24][Si]([N-][Si](C)(C)C)(C)C.[K+].C1(C)C=CC=CC=1.CI.O. Product: [C:1]([O:5][C:6]([N:8]1[CH2:13][CH2:12][C:11]([CH3:24])([C:14]([O:16][CH2:17][C:18]2[CH:23]=[CH:22][CH:21]=[CH:20][CH:19]=2)=[O:15])[CH2:10][CH2:9]1)=[O:7])([CH3:4])([CH3:2])[CH3:3]. The catalyst class is: 7. (5) Reactant: [F:1][C:2]([F:21])([F:20])[O:3][C:4]1[CH:5]=[C:6]([NH:10][C:11]([C@@H:13]2[CH2:17][CH2:16][C@H:15]([CH2:18][OH:19])[NH:14]2)=[O:12])[CH:7]=[CH:8][CH:9]=1.CCN(CC)CC.[CH2:29]([O:36][C:37](Cl)=[O:38])[C:30]1[CH:35]=[CH:34][CH:33]=[CH:32][CH:31]=1.Cl. Product: [CH2:29]([O:36][C:37]([N:14]1[C@H:13]([C:11](=[O:12])[NH:10][C:6]2[CH:7]=[CH:8][CH:9]=[C:4]([O:3][C:2]([F:20])([F:1])[F:21])[CH:5]=2)[CH2:17][CH2:16][C@@H:15]1[CH2:18][OH:19])=[O:38])[C:30]1[CH:35]=[CH:34][CH:33]=[CH:32][CH:31]=1. The catalyst class is: 2. (6) Reactant: [CH3:1][N:2]([CH3:15])[C:3]([N:5]1[CH2:9][CH:8]2[CH2:10][CH:11]([C:13]#[N:14])[CH2:12][CH:7]2[CH2:6]1)=[O:4].[CH2:16](I)[CH3:17].C[Si](C)(C)[N-][Si](C)(C)C.[Li+]. Product: [CH3:1][N:2]([CH3:15])[C:3]([N:5]1[CH2:9][CH:8]2[CH2:10][C:11]([C:13]#[N:14])([CH2:16][CH3:17])[CH2:12][CH:7]2[CH2:6]1)=[O:4]. The catalyst class is: 30.